This data is from Full USPTO retrosynthesis dataset with 1.9M reactions from patents (1976-2016). The task is: Predict the reactants needed to synthesize the given product. (1) The reactants are: [Cl:1][C:2]1[CH:7]=[CH:6][C:5]([C:8]2[CH:13]=[C:12]([C:14]([F:17])([F:16])[F:15])[N:11]3[N:18]=[CH:19][C:20](I)=[C:10]3[N:9]=2)=[CH:4][CH:3]=1.[C:22]([C:24]1[CH:25]=[N:26][CH:27]=[CH:28][CH:29]=1)#[CH:23]. Given the product [Cl:1][C:2]1[CH:7]=[CH:6][C:5]([C:8]2[CH:13]=[C:12]([C:14]([F:17])([F:16])[F:15])[N:11]3[N:18]=[CH:19][C:20]([C:23]#[C:22][C:24]4[CH:25]=[N:26][CH:27]=[CH:28][CH:29]=4)=[C:10]3[N:9]=2)=[CH:4][CH:3]=1, predict the reactants needed to synthesize it. (2) Given the product [C:45](=[O:46])([O:44][C@@H:15]1[C@@H:16]([O:42][CH3:43])[CH:17]=[CH:18][CH:19]=[C:20]([CH3:41])[C:21](=[O:22])[NH:23][C:24]2[C:31](=[O:32])[C:29]([CH2:30][C@@H:8]([CH3:7])[CH2:9][C@H:10]([O:51][CH3:52])[C@H:11]([OH:50])[C@@H:12]([CH3:49])[CH:13]=[C:14]1[CH3:48])=[C:28]([NH:5][CH2:4][CH2:3][N:2]([CH3:6])[CH3:1])[C:26](=[O:27])[C:25]=2[C:35]1[CH:40]=[CH:39][CH:38]=[CH:37][CH:36]=1)[NH2:47], predict the reactants needed to synthesize it. The reactants are: [CH3:1][N:2]([CH3:6])[CH2:3][CH2:4][NH2:5].[CH3:7][C@@H:8]1[CH2:30][C:29]2[C:31](=[O:32])[C:24](=[C:25]([C:35]3[CH:40]=[CH:39][CH:38]=[CH:37][CH:36]=3)[C:26]([C:28]=2OC)=[O:27])[NH:23][C:21](=[O:22])[C:20]([CH3:41])=[CH:19][CH:18]=[CH:17][C@H:16]([O:42][CH3:43])[C@@H:15]([O:44][C:45]([NH2:47])=[O:46])[C:14]([CH3:48])=[CH:13][C@H:12]([CH3:49])[C@@H:11]([OH:50])[C@@H:10]([O:51][CH3:52])[CH2:9]1. (3) Given the product [S:11]1[CH2:12][CH2:13][N:8]([C:5]2[N:6]=[CH:7][C:2]([CH:15]([C:16]([O:18][CH2:19][CH3:20])=[O:17])[C:14]([O:22][CH2:23][CH3:24])=[O:21])=[CH:3][CH:4]=2)[CH2:9][CH2:10]1, predict the reactants needed to synthesize it. The reactants are: Br[C:2]1[CH:3]=[CH:4][C:5]([N:8]2[CH2:13][CH2:12][S:11][CH2:10][CH2:9]2)=[N:6][CH:7]=1.[C:14]([O:22][CH2:23][CH3:24])(=[O:21])[CH2:15][C:16]([O:18][CH2:19][CH3:20])=[O:17].C1(C2C=CC=CC=2)C=CC=CC=1P(C(C)(C)C)C(C)(C)C.C(O[Na])(C)(C)C. (4) The reactants are: [CH2:1]([O:8][C@:9]1([CH:33]=C)[C@@H:13]([CH2:14][O:15][CH2:16][C:17]2[CH:22]=[CH:21][CH:20]=[CH:19][CH:18]=2)[O:12][C@@H:11]([N:23]2[CH:31]=[C:29]([CH3:30])[C:27](=[O:28])[NH:26][C:24]2=[O:25])[C@H:10]1[OH:32])[C:2]1[CH:7]=[CH:6][CH:5]=[CH:4][CH:3]=1.I([O-])(=O)(=O)=[O:36].[Na+].C(O)(C)(C)C.[BH4-].[Na+]. Given the product [CH2:1]([O:8][C@:9]1([CH2:33][OH:36])[C@@H:13]([CH2:14][O:15][CH2:16][C:17]2[CH:22]=[CH:21][CH:20]=[CH:19][CH:18]=2)[O:12][C@@H:11]([N:23]2[CH:31]=[C:29]([CH3:30])[C:27](=[O:28])[NH:26][C:24]2=[O:25])[C@H:10]1[OH:32])[C:2]1[CH:3]=[CH:4][CH:5]=[CH:6][CH:7]=1, predict the reactants needed to synthesize it. (5) Given the product [C:1]([C:3]1[CH:4]=[C:5]([C:13]2[O:17][N:16]=[C:15]([C:18]3[CH:23]=[CH:22][C:21]([O:24][CH2:25][C:26]([OH:28])=[O:27])=[CH:20][CH:19]=3)[N:14]=2)[CH:6]=[CH:7][C:8]=1[O:9][CH:10]([CH3:12])[CH3:11])#[N:2], predict the reactants needed to synthesize it. The reactants are: [C:1]([C:3]1[CH:4]=[C:5]([C:13]2[O:17][N:16]=[C:15]([C:18]3[CH:23]=[CH:22][C:21]([O:24][CH2:25][C:26]([O:28]CC)=[O:27])=[CH:20][CH:19]=3)[N:14]=2)[CH:6]=[CH:7][C:8]=1[O:9][CH:10]([CH3:12])[CH3:11])#[N:2].[OH-].[Na+]. (6) Given the product [C:57]1([C@@H:54]([NH:53][C:52]([C:49]2[C:48]3[C:43](=[CH:44][CH:45]=[CH:46][CH:47]=3)[C:42](=[O:64])[N:41]([NH2:40])[C:50]=2[CH3:51])=[O:63])[CH2:55][CH3:56])[CH:62]=[CH:61][CH:60]=[CH:59][CH:58]=1, predict the reactants needed to synthesize it. The reactants are: C(C1C2C=CC=CC=2C(=O)OC=1N[C@H](C1C=CC=CC=1)CC)(=O)C.C(OC(C)(C)C)(=O)NN.C(OC(=O)[NH:40][N:41]1[C:50]([CH3:51])=[C:49]([C:52](=[O:63])[NH:53][C@H:54]([C:57]2[CH:62]=[CH:61][CH:60]=[CH:59][CH:58]=2)[CH2:55][CH3:56])[C:48]2[C:43](=[CH:44][CH:45]=[CH:46][CH:47]=2)[C:42]1=[O:64])(C)(C)C.C(=O)=O.